The task is: Predict the reaction yield, written as a fraction of the theoretical maximum amount of product (1.0 means a 100% yield; for example, 0.34 means a 34% yield).. This data is from Reaction yield outcomes from USPTO patents with 853,638 reactions. (1) The reactants are [O:1]([C:3]1[CH:4]=[C:5]([N:10]2[CH2:15][CH2:14][N:13]([C:16]([O:18][C:19]([CH3:22])([CH3:21])[CH3:20])=[O:17])[CH2:12][CH2:11]2)[CH:6]=[CH:7][C:8]=1Br)[CH3:2].[B:23]1([B:23]2[O:27][C:26]([CH3:29])([CH3:28])[C:25]([CH3:31])([CH3:30])[O:24]2)[O:27][C:26]([CH3:29])([CH3:28])[C:25]([CH3:31])([CH3:30])[O:24]1.C([O-])(=O)C.[K+]. The catalyst is C1C=CC(P(C2C=CC=CC=2)[C-]2C=CC=C2)=CC=1.C1C=CC(P(C2C=CC=CC=2)[C-]2C=CC=C2)=CC=1.Cl[Pd]Cl.[Fe+2].O1CCOCC1. The product is [O:1]([C:3]1[CH:4]=[C:5]([N:10]2[CH2:15][CH2:14][N:13]([C:16]([O:18][C:19]([CH3:22])([CH3:21])[CH3:20])=[O:17])[CH2:12][CH2:11]2)[CH:6]=[CH:7][C:8]=1[B:23]1[O:27][C:26]([CH3:29])([CH3:28])[C:25]([CH3:31])([CH3:30])[O:24]1)[CH3:2]. The yield is 0.760. (2) The reactants are CS([O:5][CH2:6][C:7]1[CH:12]=[CH:11][C:10]([CH:13]2[CH2:18][CH2:17][N:16]([C:19]([O:21][C:22]([CH3:25])([CH3:24])[CH3:23])=[O:20])[CH2:15][CH2:14]2)=[CH:9][N:8]=1)(=O)=O.[S:26]([C:30]1[CH:35]=[CH:34][C:33]([O-])=[CH:32][CH:31]=1)(=[O:29])(=[O:28])[NH2:27].[K+].[Cl-].[NH4+]. The catalyst is CS(C)=O. The product is [S:26]([C:30]1[CH:35]=[CH:34][C:33]([O:5][CH2:6][C:7]2[CH:12]=[CH:11][C:10]([CH:13]3[CH2:14][CH2:15][N:16]([C:19]([O:21][C:22]([CH3:25])([CH3:24])[CH3:23])=[O:20])[CH2:17][CH2:18]3)=[CH:9][N:8]=2)=[CH:32][CH:31]=1)(=[O:29])(=[O:28])[NH2:27]. The yield is 0.540. (3) The reactants are Cl[C:2]1[C:7]([O:8][CH3:9])=[CH:6][CH:5]=[CH:4][N:3]=1.[C:10](=[O:13])([O-])[O-:11].[K+].[K+].O.[C:17](#N)[CH3:18]. The catalyst is C1C=CC([P]([Pd]([P](C2C=CC=CC=2)(C2C=CC=CC=2)C2C=CC=CC=2)([P](C2C=CC=CC=2)(C2C=CC=CC=2)C2C=CC=CC=2)[P](C2C=CC=CC=2)(C2C=CC=CC=2)C2C=CC=CC=2)(C2C=CC=CC=2)C2C=CC=CC=2)=CC=1. The product is [CH3:9][O:8][C:7]1[C:2]([C:18]2[CH:17]=[CH:7][C:6]([C:10]([OH:11])=[O:13])=[CH:5][CH:4]=2)=[N:3][CH:4]=[CH:5][CH:6]=1. The yield is 0.770. (4) The reactants are [C:1]([C:3]1[CH:8]=[CH:7][CH:6]=[CH:5][C:4]=1[C:9]1[CH:14]=[CH:13][C:12]([CH2:15][N:16]2[C:20]3[C:21]([C:25]([O:27][CH3:28])=[O:26])=[CH:22][CH:23]=[CH:24][C:19]=3[N:18]=[C:17]2[O:29][CH2:30][CH3:31])=[CH:11][CH:10]=1)#[N:2].C[Sn]([N:36]=[N+:37]=[N-:38])(C)C.C(OCC)(=O)C.C1C=CC=CC=1. The catalyst is C1(C)C=CC=CC=1. The product is [CH2:30]([O:29][C:17]1[N:16]([CH2:15][C:12]2[CH:11]=[CH:10][C:9]([C:4]3[CH:5]=[CH:6][CH:7]=[CH:8][C:3]=3[C:1]3[NH:38][N:37]=[N:36][N:2]=3)=[CH:14][CH:13]=2)[C:20]2[C:21]([C:25]([O:27][CH3:28])=[O:26])=[CH:22][CH:23]=[CH:24][C:19]=2[N:18]=1)[CH3:31]. The yield is 0.560. (5) The reactants are [F:1][C:2]1[CH:21]=[CH:20][C:5]([CH2:6][O:7][C:8]2[CH:9]=[C:10]([C:17]([OH:19])=O)[C:11](=[CH:15][CH:16]=2)[C:12]([OH:14])=O)=[CH:4][CH:3]=1.C(N1C=CN=C1)(N1C=CN=C1)=O.[C:34]([NH:37][CH2:38][CH2:39][NH2:40])(=[O:36])[CH3:35]. The catalyst is CN(C)C(=O)C. The product is [F:1][C:2]1[CH:3]=[CH:4][C:5]([CH2:6][O:7][C:8]2[CH:9]=[C:10]3[C:11](=[CH:15][CH:16]=2)[C:12](=[O:14])[N:40]([CH2:39][CH2:38][NH:37][C:34](=[O:36])[CH3:35])[C:17]3=[O:19])=[CH:20][CH:21]=1. The yield is 0.620.